Dataset: Reaction yield outcomes from USPTO patents with 853,638 reactions. Task: Predict the reaction yield, written as a fraction of the theoretical maximum amount of product (1.0 means a 100% yield; for example, 0.34 means a 34% yield). (1) The reactants are [NH2:1][C:2]1[CH:3]=[C:4]([S:8]([N:11]2[CH2:15][CH2:14][S:13][C@H:12]2[C:16]([O:18][C@H:19]([C:30]2[CH:35]=[CH:34][C:33]([O:36][CH:37]([F:39])[F:38])=[C:32]([O:40][CH2:41][CH:42]3[CH2:44][CH2:43]3)[CH:31]=2)[CH2:20][C:21]2[C:26]([Cl:27])=[CH:25][N+:24]([O-:28])=[CH:23][C:22]=2[Cl:29])=[O:17])(=[O:10])=[O:9])[CH:5]=[CH:6][CH:7]=1.[O-:45][C:46]#[N:47].[K+]. The catalyst is CC(O)=O.O. The product is [Cl:27][C:26]1[CH:25]=[N+:24]([O-:28])[CH:23]=[C:22]([Cl:29])[C:21]=1[CH2:20][C@@H:19]([C:30]1[CH:35]=[CH:34][C:33]([O:36][CH:37]([F:38])[F:39])=[C:32]([O:40][CH2:41][CH:42]2[CH2:44][CH2:43]2)[CH:31]=1)[O:18][C:16]([C@H:12]1[N:11]([S:8]([C:4]2[CH:5]=[CH:6][CH:7]=[C:2]([NH:1][C:46]([NH2:47])=[O:45])[CH:3]=2)(=[O:10])=[O:9])[CH2:15][CH2:14][S:13]1)=[O:17]. The yield is 0.610. (2) The reactants are [CH:1]([Si:4]([C:11]#[CH:12])([CH:8]([CH3:10])[CH3:9])[CH:5]([CH3:7])[CH3:6])([CH3:3])[CH3:2].C([Li])[CH2:14][CH2:15][CH3:16].[Br:18][C:19]1[CH:32]=[CH:31][C:30]2[C:29](=O)[C:28]3[C:23](=[CH:24][CH:25]=[C:26]([Br:34])[CH:27]=3)[C:22](=O)[C:21]=2[CH:20]=1.[Sn](Cl)Cl. The catalyst is C1COCC1.Cl.O.CCCCCC. The product is [Br:18][C:19]1[CH:32]=[CH:31][C:30]2[C:21](=[C:22]([C:2]#[C:1][Si:4]([CH:8]([CH3:10])[CH3:9])([CH:15]([CH3:16])[CH3:14])[CH:5]([CH3:7])[CH3:6])[C:23]3[C:28]([C:29]=2[C:12]#[C:11][Si:4]([CH:5]([CH3:6])[CH3:7])([CH:1]([CH3:3])[CH3:2])[CH:8]([CH3:10])[CH3:9])=[CH:27][C:26]([Br:34])=[CH:25][CH:24]=3)[CH:20]=1. The yield is 0.820. (3) The reactants are [O:1]([C:8]1[CH:13]=[CH:12][CH:11]=[CH:10][C:9]=1[C:14]1[CH:19]=[CH:18][C:17]([OH:20])=[CH:16][CH:15]=1)[C:2]1[CH:7]=[CH:6][CH:5]=[CH:4][CH:3]=1.C([O-])([O-])=O.[Cs+].[Cs+].[CH2:27]([O:29][C:30](=[O:35])[CH2:31][CH2:32][CH2:33]Br)[CH3:28]. The catalyst is CN(C=O)C. The product is [CH2:27]([O:29][C:30](=[O:35])[CH2:31][CH2:32][CH2:33][O:20][C:17]1[CH:16]=[CH:15][C:14]([C:9]2[CH:10]=[CH:11][CH:12]=[CH:13][C:8]=2[O:1][C:2]2[CH:7]=[CH:6][CH:5]=[CH:4][CH:3]=2)=[CH:19][CH:18]=1)[CH3:28]. The yield is 0.860. (4) The reactants are [CH:1](B1OC(C)(C)C(C)(C)O1)=[CH2:2].Cl[C:13]1[C:14]([O:33][CH3:34])=[N:15][C:16]([C:23]2[CH:28]=[CH:27][C:26]([Cl:29])=[C:25]([O:30][CH3:31])[C:24]=2[F:32])=[N:17][C:18]=1[C:19]([O:21][CH3:22])=[O:20].[F-].[Cs+].ClCCl. The catalyst is C(OCC)(=O)C.O.C(COC)OC. The product is [Cl:29][C:26]1[CH:27]=[CH:28][C:23]([C:16]2[N:15]=[C:14]([O:33][CH3:34])[C:13]([CH:1]=[CH2:2])=[C:18]([C:19]([O:21][CH3:22])=[O:20])[N:17]=2)=[C:24]([F:32])[C:25]=1[O:30][CH3:31]. The yield is 0.590.